Dataset: Forward reaction prediction with 1.9M reactions from USPTO patents (1976-2016). Task: Predict the product of the given reaction. (1) Given the reactants [F:1][C:2]1[CH:3]=[C:4]([CH2:9][C:10]([NH:12][C@H:13]([C:15]([OH:17])=O)[CH3:14])=[O:11])[CH:5]=[C:6]([F:8])[CH:7]=1.[NH2:18][CH:19]([C:24]1[S:25][C:26]2[CH2:32][CH2:31][CH2:30][CH2:29][C:27]=2[CH:28]=1)[C:20]([O:22][CH3:23])=[O:21], predict the reaction product. The product is: [F:8][C:6]1[CH:5]=[C:4]([CH2:9][C:10]([NH:12][C@H:13]([C:15]([NH:18][CH:19]([C:24]2[S:25][C:26]3[CH2:32][CH2:31][CH2:30][CH2:29][C:27]=3[CH:28]=2)[C:20]([O:22][CH3:23])=[O:21])=[O:17])[CH3:14])=[O:11])[CH:3]=[C:2]([F:1])[CH:7]=1. (2) The product is: [C:25]1([C:31]2[CH:32]=[CH:33][C:34]3[N:35]([S:15]([C:18]4[CH:24]=[CH:23][C:21]([CH3:22])=[CH:20][CH:19]=4)(=[O:17])=[O:16])[C:36]4[C:41]([C:42]=3[CH:43]=2)=[CH:40][C:39]([C:44]2[CH:45]=[CH:46][CH:47]=[CH:48][CH:49]=2)=[CH:38][CH:37]=4)[CH:30]=[CH:29][CH:28]=[CH:27][CH:26]=1. Given the reactants BrC1C=CC2N([S:15]([C:18]3[CH:24]=[CH:23][C:21]([CH3:22])=[CH:20][CH:19]=3)(=[O:17])=[O:16])C3C(C=2C=1)=CC=CC=3.[C:25]1([C:31]2[CH:32]=[CH:33][C:34]3[NH:35][C:36]4[C:41]([C:42]=3[CH:43]=2)=[CH:40][C:39]([C:44]2[CH:49]=[CH:48][CH:47]=[CH:46][CH:45]=2)=[CH:38][CH:37]=4)[CH:30]=[CH:29][CH:28]=[CH:27][CH:26]=1.C(C1C=CC=CC=1)CCCCCCCCCCC, predict the reaction product. (3) Given the reactants [Br:1][C:2]1[C:7]([OH:8])=[CH:6][CH:5]=[CH:4][N:3]=1.C(=O)([O-])[O-].[K+].[K+].[CH2:15](Br)[C:16]1[CH:21]=[CH:20][CH:19]=[CH:18][CH:17]=1, predict the reaction product. The product is: [CH2:15]([O:8][C:7]1[C:2]([Br:1])=[N:3][CH:4]=[CH:5][CH:6]=1)[C:16]1[CH:21]=[CH:20][CH:19]=[CH:18][CH:17]=1.